Dataset: Catalyst prediction with 721,799 reactions and 888 catalyst types from USPTO. Task: Predict which catalyst facilitates the given reaction. (1) Reactant: Br.[N:2]([C@@H:5]1[C@H:10]([NH:11][C:12]([C:14]2[NH:15][C:16]([CH3:21])=[C:17]([Cl:20])[C:18]=2[Cl:19])=[O:13])[CH2:9][CH2:8][NH:7][CH2:6]1)=[N+:3]=[N-:4].CCN(C(C)C)C(C)C.Br[C:32]1[S:33][C:34]([C:37]([O:39][CH3:40])=[O:38])=[CH:35][N:36]=1.CCOC(C)=O. Product: [N:2]([C@@H:5]1[C@H:10]([NH:11][C:12]([C:14]2[NH:15][C:16]([CH3:21])=[C:17]([Cl:20])[C:18]=2[Cl:19])=[O:13])[CH2:9][CH2:8][N:7]([C:32]2[S:33][C:34]([C:37]([O:39][CH3:40])=[O:38])=[CH:35][N:36]=2)[CH2:6]1)=[N+:3]=[N-:4]. The catalyst class is: 37. (2) Reactant: [CH3:1][C:2]1[N:7]=[C:6]([CH2:8][C:9]([O:11]CC)=[O:10])[CH:5]=[CH:4][C:3]=1[N:14]1[CH:18]=[N:17][N:16]=[N:15]1.O.[OH-].[Li+].C(O)C.Cl. Product: [CH3:1][C:2]1[N:7]=[C:6]([CH2:8][C:9]([OH:11])=[O:10])[CH:5]=[CH:4][C:3]=1[N:14]1[CH:18]=[N:17][N:16]=[N:15]1. The catalyst class is: 20. (3) Reactant: [OH-].[K+].[CH2:3]([O:5][C:6](=[O:14])[CH:7]([F:13])[C:8]([O:10]CC)=[O:9])C. Product: [CH3:3][O:5][C:6](=[O:14])[CH:7]([F:13])[C:8]([OH:10])=[O:9]. The catalyst class is: 5. (4) Reactant: [CH2:1]([O:3][C:4](=[O:28])[CH2:5][CH2:6][CH2:7][CH2:8][CH2:9][C:10](=[O:27])[NH:11][CH:12]([C:20]([O:22]C(C)(C)C)=[O:21])C(OC(C)(C)C)=O)[CH3:2].F[C:30](F)(F)[C:31]([OH:33])=[O:32]. Product: [CH2:1]([O:3][C:4](=[O:28])[CH2:5][CH2:6][CH2:7][CH2:8][CH2:9][C:10](=[O:27])[N:11]([CH2:12][C:20]([OH:22])=[O:21])[CH2:30][C:31]([OH:33])=[O:32])[CH3:2]. The catalyst class is: 2.